This data is from Full USPTO retrosynthesis dataset with 1.9M reactions from patents (1976-2016). The task is: Predict the reactants needed to synthesize the given product. (1) Given the product [Cl:1][CH2:2][C:3]([NH:5][C:6]1[CH:11]=[CH:10][C:9]([O:12][CH3:13])=[CH:8][C:7]=1[OH:14])=[O:4], predict the reactants needed to synthesize it. The reactants are: [Cl:1][CH2:2][C:3]([NH:5][C:6]1[CH:11]=[CH:10][C:9]([O:12][CH3:13])=[CH:8][C:7]=1[O:14]C)=[O:4].[Cl-].[Cl-].[Cl-].[Al+3]. (2) Given the product [ClH:33].[C@H:1]1([NH:10][C:11]2[CH:20]=[CH:19][C:18]3[C:13](=[CH:14][CH:15]=[C:16]([NH:21][S:22]([NH2:25])(=[O:24])=[O:23])[CH:17]=3)[N:12]=2)[C:9]2[C:4](=[CH:5][CH:6]=[CH:7][CH:8]=2)[CH2:3][CH2:2]1, predict the reactants needed to synthesize it. The reactants are: [C@H:1]1([NH:10][C:11]2[CH:20]=[CH:19][C:18]3[C:13](=[CH:14][CH:15]=[C:16]([NH:21][S:22]([NH:25]C(=O)OC(C)(C)C)(=[O:24])=[O:23])[CH:17]=3)[N:12]=2)[C:9]2[C:4](=[CH:5][CH:6]=[CH:7][CH:8]=2)[CH2:3][CH2:2]1.[ClH:33].CO. (3) Given the product [CH3:14][C:13]1[NH:8][C:6](=[O:7])[C:5]2[C:4]([CH:11]=1)=[CH:3][C:2]([F:1])=[CH:10][CH:9]=2, predict the reactants needed to synthesize it. The reactants are: [F:1][C:2]1[CH:10]=[CH:9][C:5]([C:6]([NH2:8])=[O:7])=[C:4]([C:11]([CH3:13])=C)[CH:3]=1.[CH3:14]OCCOC. (4) Given the product [F:1][C:2]1[CH:7]=[CH:6][C:5]([C:8]2[C:9]3[C:20]([C:21]#[N:22])=[CH:19][NH:18][C:10]=3[N:11]=[C:12]([NH:38][CH3:37])[N:13]=2)=[C:4]([CH3:31])[CH:3]=1, predict the reactants needed to synthesize it. The reactants are: [F:1][C:2]1[CH:7]=[CH:6][C:5]([C:8]2[C:9]3[C:20]([C:21]#[N:22])=[CH:19][N:18](COCC[Si](C)(C)C)[C:10]=3[N:11]=[C:12](S(C)(=O)=O)[N:13]=2)=[C:4]([CH3:31])[CH:3]=1.CN.CCC[CH2:37][N+:38](CCCC)(CCCC)CCCC.[F-]. (5) Given the product [Cl:1][C:2]1[CH:3]=[C:4]([C:12]2[O:16][N:15]=[C:14]([CH:17]([OH:18])[CH2:26][C:25]3[CH:28]=[CH:29][C:22]([C:20]#[N:21])=[CH:23][CH:24]=3)[CH:13]=2)[CH:5]=[CH:6][C:7]=1[O:8][CH:9]([CH3:11])[CH3:10], predict the reactants needed to synthesize it. The reactants are: [Cl:1][C:2]1[CH:3]=[C:4]([C:12]2[O:16][N:15]=[C:14]([CH:17]=[O:18])[CH:13]=2)[CH:5]=[CH:6][C:7]=1[O:8][CH:9]([CH3:11])[CH3:10].[Br-].[C:20]([C:22]1[CH:29]=[CH:28][C:25]([CH2:26][Zn+])=[CH:24][CH:23]=1)#[N:21].CCOC(C)=O.CCCCCCC. (6) Given the product [NH2:33][C:32]1[S:31][C:3]2[CH:4]=[C:5]([O:6][C:7]3[CH:8]=[C:9]([NH:15][C:16](=[O:28])[C:17]4[CH:22]=[CH:21][CH:20]=[C:19]([C:23]5([C:26]#[N:27])[CH2:25][CH2:24]5)[CH:18]=4)[CH:10]=[CH:11][C:12]=3[O:13][CH3:14])[CH:29]=[CH:30][C:2]=2[N:1]=1, predict the reactants needed to synthesize it. The reactants are: [NH2:1][C:2]1[CH:30]=[CH:29][C:5]([O:6][C:7]2[CH:8]=[C:9]([NH:15][C:16](=[O:28])[C:17]3[CH:22]=[CH:21][CH:20]=[C:19]([C:23]4([C:26]#[N:27])[CH2:25][CH2:24]4)[CH:18]=3)[CH:10]=[CH:11][C:12]=2[O:13][CH3:14])=[CH:4][CH:3]=1.[S-:31][C:32]#[N:33].[K+].BrBr. (7) Given the product [Cl:21][C:4]1[C:3](=[O:22])[C:2](=[O:24])[C:7]2[C:8]([C:11](=[O:12])[C:13]3[CH:18]=[CH:17][C:16]([O:19][CH3:20])=[CH:15][CH:14]=3)=[CH:9][O:10][C:6]=2[CH:5]=1, predict the reactants needed to synthesize it. The reactants are: Cl[C:2]1[C:7]2[C:8]([C:11]([C:13]3[CH:18]=[CH:17][C:16]([O:19][CH3:20])=[CH:15][CH:14]=3)=[O:12])=[CH:9][O:10][C:6]=2[CH:5]=[C:4]([Cl:21])[C:3]=1[OH:22].[N+]([O-])(O)=[O:24].O. (8) Given the product [N:5]1[C:10]2[NH:11][C:12]3[CH:20]=[N:19][CH:18]=[CH:17][C:13]=3/[C:14](=[N:1]/[OH:3])/[C:15](=[O:16])[C:9]=2[CH:8]=[CH:7][CH:6]=1, predict the reactants needed to synthesize it. The reactants are: [N:1]([O-:3])=O.[Na+].[N:5]1[C:10]2[NH:11][C:12]3[CH:20]=[N:19][CH:18]=[CH:17][C:13]=3[CH2:14][C:15](=[O:16])[C:9]=2[CH:8]=[CH:7][CH:6]=1. (9) Given the product [Cl:21][C:2]1[C:7]([C:8]#[N:9])=[CH:6][N:5]=[C:4]([C:10]2[CH:15]=[CH:14][C:13]([N+:16]([O-:18])=[O:17])=[CH:12][CH:11]=2)[N:3]=1, predict the reactants needed to synthesize it. The reactants are: O[C:2]1[C:7]([C:8]#[N:9])=[CH:6][N:5]=[C:4]([C:10]2[CH:15]=[CH:14][C:13]([N+:16]([O-:18])=[O:17])=[CH:12][CH:11]=2)[N:3]=1.P(Cl)(Cl)([Cl:21])=O. (10) Given the product [CH3:25][C:26]1[C:30]([CH3:31])=[C:29]([NH:32][C:13]([CH:14]2[C:15]3[C:16](=[CH:20][CH:21]=[CH:22][CH:23]=3)[C:17](=[O:19])[N:12]([CH2:11][CH2:10][O:9][CH3:8])[CH:6]2[C:2]2[S:1][CH:5]=[CH:4][CH:3]=2)=[O:24])[O:28][N:27]=1, predict the reactants needed to synthesize it. The reactants are: [S:1]1[CH:5]=[CH:4][CH:3]=[C:2]1[CH:6]=O.[CH3:8][O:9][CH2:10][CH2:11][NH2:12].[C:13]1(=[O:24])[O:19][C:17](=O)[C:16]2=[CH:20][CH:21]=[CH:22][CH:23]=[C:15]2[CH2:14]1.[CH3:25][C:26]1[C:30]([CH3:31])=[C:29]([NH2:32])[O:28][N:27]=1.